This data is from NCI-60 drug combinations with 297,098 pairs across 59 cell lines. The task is: Regression. Given two drug SMILES strings and cell line genomic features, predict the synergy score measuring deviation from expected non-interaction effect. (1) Drug 1: CC1C(C(=O)NC(C(=O)N2CCCC2C(=O)N(CC(=O)N(C(C(=O)O1)C(C)C)C)C)C(C)C)NC(=O)C3=C4C(=C(C=C3)C)OC5=C(C(=O)C(=C(C5=N4)C(=O)NC6C(OC(=O)C(N(C(=O)CN(C(=O)C7CCCN7C(=O)C(NC6=O)C(C)C)C)C)C(C)C)C)N)C. Drug 2: C1C(C(OC1N2C=C(C(=O)NC2=O)F)CO)O. Cell line: SK-MEL-5. Synergy scores: CSS=23.3, Synergy_ZIP=2.55, Synergy_Bliss=7.59, Synergy_Loewe=6.22, Synergy_HSA=7.26. (2) Cell line: MALME-3M. Synergy scores: CSS=-3.77, Synergy_ZIP=4.62, Synergy_Bliss=5.29, Synergy_Loewe=-2.04, Synergy_HSA=-1.19. Drug 1: CS(=O)(=O)CCNCC1=CC=C(O1)C2=CC3=C(C=C2)N=CN=C3NC4=CC(=C(C=C4)OCC5=CC(=CC=C5)F)Cl. Drug 2: C1CC(=O)NC(=O)C1N2C(=O)C3=CC=CC=C3C2=O. (3) Drug 1: C1CCC(CC1)NC(=O)N(CCCl)N=O. Drug 2: CC=C1C(=O)NC(C(=O)OC2CC(=O)NC(C(=O)NC(CSSCCC=C2)C(=O)N1)C(C)C)C(C)C. Cell line: OVCAR-4. Synergy scores: CSS=45.6, Synergy_ZIP=5.13, Synergy_Bliss=6.50, Synergy_Loewe=-29.6, Synergy_HSA=7.68.